This data is from Forward reaction prediction with 1.9M reactions from USPTO patents (1976-2016). The task is: Predict the product of the given reaction. (1) Given the reactants C[O:2][C:3]1[CH:4]=[C:5]2[C:10](=[CH:11][CH:12]=1)[N:9]=[C:8]([C:13]1[CH:18]=[CH:17][CH:16]=[C:15]([O:19]C)[CH:14]=1)[CH:7]=[CH:6]2.B(Br)(Br)Br, predict the reaction product. The product is: [OH:19][C:15]1[CH:14]=[C:13]([C:8]2[CH:7]=[CH:6][C:5]3[C:10](=[CH:11][CH:12]=[C:3]([OH:2])[CH:4]=3)[N:9]=2)[CH:18]=[CH:17][CH:16]=1. (2) Given the reactants [NH2:1][C:2]1[N:29]([CH2:30][CH3:31])[C:6]2[N:7]=[C:8]([NH:11][C:12]3[CH:17]=[CH:16][C:15]([C@@H:18]4[CH2:20][C@H:19]4[NH:21]C(=O)OC(C)(C)C)=[CH:14][CH:13]=3)[N:9]=[CH:10][C:5]=2[C:4](=[O:32])[C:3]=1[C:33](=[O:35])[NH2:34].[ClH:36], predict the reaction product. The product is: [ClH:36].[NH2:1][C:2]1[N:29]([CH2:30][CH3:31])[C:6]2[N:7]=[C:8]([NH:11][C:12]3[CH:13]=[CH:14][C:15]([C@@H:18]4[CH2:20][C@H:19]4[NH2:21])=[CH:16][CH:17]=3)[N:9]=[CH:10][C:5]=2[C:4](=[O:32])[C:3]=1[C:33]([NH2:34])=[O:35]. (3) Given the reactants [CH3:1][O:2][C:3]1[O:7][C:6](=[O:8])[N:5]([C:9]2[CH:14]=[CH:13][C:12]([NH2:15])=[C:11]([CH3:16])[CH:10]=2)[N:4]=1.[Cl:17][C:18]1[CH:25]=[CH:24][C:21]([CH:22]=O)=[CH:20][CH:19]=1.[BH4-].[Na+], predict the reaction product. The product is: [CH3:1][O:2][C:3]1[O:7][C:6](=[O:8])[N:5]([C:9]2[CH:14]=[CH:13][C:12]([NH:15][CH2:22][C:21]3[CH:24]=[CH:25][C:18]([Cl:17])=[CH:19][CH:20]=3)=[C:11]([CH3:16])[CH:10]=2)[N:4]=1. (4) Given the reactants Cl[C:2]1[N:9]=[C:8]([CH3:10])[CH:7]=[C:6]([O:11][CH2:12][C:13]2[CH:18]=[CH:17][C:16]([O:19][CH3:20])=[CH:15][CH:14]=2)[C:3]=1[C:4]#[N:5].C[O-].[Na+].[CH3:24][O:25]C1N=C(C)C=C(OC)C=1C#N, predict the reaction product. The product is: [CH3:24][O:25][C:2]1[N:9]=[C:8]([CH3:10])[CH:7]=[C:6]([O:11][CH2:12][C:13]2[CH:18]=[CH:17][C:16]([O:19][CH3:20])=[CH:15][CH:14]=2)[C:3]=1[C:4]#[N:5].